Dataset: Forward reaction prediction with 1.9M reactions from USPTO patents (1976-2016). Task: Predict the product of the given reaction. (1) Given the reactants [CH3:1][C:2]1([CH3:25])[CH2:6][C:5]2[C:7]([CH3:24])=[C:8]([N:13]3[C:21](=O)[C:20]4[C:15](=[CH:16][CH:17]=[CH:18][CH:19]=4)[C:14]3=O)[C:9]([CH3:12])=[C:10]([CH3:11])[C:4]=2[O:3]1, predict the reaction product. The product is: [CH3:1][C:2]1([CH3:25])[CH2:6][C:5]2[C:7]([CH3:24])=[C:8]([N:13]3[CH2:14][C:15]4[C:20](=[CH:19][CH:18]=[CH:17][CH:16]=4)[CH2:21]3)[C:9]([CH3:12])=[C:10]([CH3:11])[C:4]=2[O:3]1. (2) Given the reactants Br[C:2]1[CH:3]=[C:4]2[C:8](=[CH:9][CH:10]=1)[NH:7][C:6](=[O:11])[CH2:5]2.[B:12]1([B:12]2[O:16][C:15]([CH3:18])([CH3:17])[C:14]([CH3:20])([CH3:19])[O:13]2)[O:16][C:15]([CH3:18])([CH3:17])[C:14]([CH3:20])([CH3:19])[O:13]1.C(Cl)Cl.CC([O-])=O.[K+], predict the reaction product. The product is: [CH3:19][C:14]1([CH3:20])[C:15]([CH3:18])([CH3:17])[O:16][B:12]([C:2]2[CH:3]=[C:4]3[C:8](=[CH:9][CH:10]=2)[NH:7][C:6](=[O:11])[CH2:5]3)[O:13]1.